From a dataset of Peptide-MHC class II binding affinity with 134,281 pairs from IEDB. Regression. Given a peptide amino acid sequence and an MHC pseudo amino acid sequence, predict their binding affinity value. This is MHC class II binding data. (1) The peptide sequence is IKGTAPFETHANRIV. The MHC is HLA-DQA10501-DQB10301 with pseudo-sequence HLA-DQA10501-DQB10301. The binding affinity (normalized) is 0.733. (2) The peptide sequence is AVQVTFTVQKGSDPKKLVLNIKYTRPGDSL. The MHC is HLA-DQA10401-DQB10402 with pseudo-sequence HLA-DQA10401-DQB10402. The binding affinity (normalized) is 0. (3) The peptide sequence is CTEPAPLVVHKGGLW. The MHC is DRB1_0101 with pseudo-sequence DRB1_0101. The binding affinity (normalized) is 0.511. (4) The MHC is DRB1_0901 with pseudo-sequence DRB1_0901. The binding affinity (normalized) is 0.0769. The peptide sequence is SGLFQFIFFLLLAGR. (5) The peptide sequence is ILNTWLVKPGAGIMI. The MHC is HLA-DPA10103-DPB10401 with pseudo-sequence HLA-DPA10103-DPB10401. The binding affinity (normalized) is 0.161. (6) The peptide sequence is EHRWREIYNMVKFRM. The MHC is DRB1_0701 with pseudo-sequence DRB1_0701. The binding affinity (normalized) is 0.474.